Dataset: Forward reaction prediction with 1.9M reactions from USPTO patents (1976-2016). Task: Predict the product of the given reaction. Given the reactants [OH:1][C:2]1[CH:22]=[CH:21][C:5]([CH2:6][N:7]2[CH2:12][C@@H:11]3[CH2:13][C@H:8]2[CH2:9][N:10]3C(OC(C)(C)C)=O)=[CH:4][CH:3]=1.[ClH:23], predict the reaction product. The product is: [ClH:23].[ClH:23].[C@H:8]12[CH2:13][C@H:11]([NH:10][CH2:9]1)[CH2:12][N:7]2[CH2:6][C:5]1[CH:21]=[CH:22][C:2]([OH:1])=[CH:3][CH:4]=1.